Dataset: Catalyst prediction with 721,799 reactions and 888 catalyst types from USPTO. Task: Predict which catalyst facilitates the given reaction. (1) Reactant: [CH:1]([N:14]1[CH2:17][CH:16]([CH2:18][O:19][C:20]2[C:28]([CH:29]3[CH2:31][CH2:30]3)=[CH:27][C:23]([C:24]([OH:26])=O)=[C:22]([F:32])[CH:21]=2)[CH2:15]1)([C:8]1[CH:13]=[CH:12][CH:11]=[CH:10][CH:9]=1)[C:2]1[CH:7]=[CH:6][CH:5]=[CH:4][CH:3]=1.[CH3:33][Si:34]([CH3:42])([CH3:41])[CH2:35][CH2:36][S:37]([NH2:40])(=[O:39])=[O:38].CN(C(ON1N=NC2C=CC=CC1=2)=[N+](C)C)C.F[P-](F)(F)(F)(F)F.CCN(C(C)C)C(C)C. Product: [CH:1]([N:14]1[CH2:17][CH:16]([CH2:18][O:19][C:20]2[C:28]([CH:29]3[CH2:31][CH2:30]3)=[CH:27][C:23]([C:24]([NH:40][S:37]([CH2:36][CH2:35][Si:34]([CH3:42])([CH3:41])[CH3:33])(=[O:39])=[O:38])=[O:26])=[C:22]([F:32])[CH:21]=2)[CH2:15]1)([C:2]1[CH:7]=[CH:6][CH:5]=[CH:4][CH:3]=1)[C:8]1[CH:13]=[CH:12][CH:11]=[CH:10][CH:9]=1. The catalyst class is: 26. (2) Reactant: [C:1]([O:5][C:6]([NH:8][C@@H:9]([C@@H:18]([C:34]([N:36]([CH3:38])[CH3:37])=[O:35])[C:19]1[CH:24]=[CH:23][C:22](B2OC(C)(C)C(C)(C)O2)=[CH:21][CH:20]=1)[C:10]([N:12]1[CH2:16][CH2:15][C@H:14]([F:17])[CH2:13]1)=[O:11])=[O:7])([CH3:4])([CH3:3])[CH3:2].[OH:39]O.Cl.O. Product: [C:1]([O:5][C:6]([NH:8][C@@H:9]([C@@H:18]([C:34]([N:36]([CH3:37])[CH3:38])=[O:35])[C:19]1[CH:20]=[CH:21][C:22]([OH:39])=[CH:23][CH:24]=1)[C:10]([N:12]1[CH2:16][CH2:15][C@H:14]([F:17])[CH2:13]1)=[O:11])=[O:7])([CH3:4])([CH3:3])[CH3:2]. The catalyst class is: 7. (3) Reactant: O.[SH2:2].[Na].[OH:4][C:5]1[CH:12]=[CH:11][C:8]([C:9]#[N:10])=[CH:7][CH:6]=1.[Cl-].[NH4+].Cl. Product: [OH:4][C:5]1[CH:12]=[CH:11][C:8]([C:9](=[S:2])[NH2:10])=[CH:7][CH:6]=1. The catalyst class is: 145.